This data is from Full USPTO retrosynthesis dataset with 1.9M reactions from patents (1976-2016). The task is: Predict the reactants needed to synthesize the given product. (1) Given the product [C:14]([O:13][C:11]([N:7]1[CH2:8][CH2:9][CH2:10][C:5]([CH3:25])([C:3]([OH:4])=[O:2])[N:6]1[C:18]([O:20][C:21]([CH3:24])([CH3:23])[CH3:22])=[O:19])=[O:12])([CH3:17])([CH3:15])[CH3:16], predict the reactants needed to synthesize it. The reactants are: C[O:2][C:3]([C:5]1([CH3:25])[CH2:10][CH2:9][CH2:8][N:7]([C:11]([O:13][C:14]([CH3:17])([CH3:16])[CH3:15])=[O:12])[N:6]1[C:18]([O:20][C:21]([CH3:24])([CH3:23])[CH3:22])=[O:19])=[O:4].O.[OH-].[Li+]. (2) Given the product [Br:32][CH2:33][CH2:34][O:23][C:20]1[CH:21]=[CH:22][C:17]([C:14]2[N:13]=[C:12]([C:4]3[CH:5]=[CH:6][C:7]([O:8][CH:9]([CH3:10])[CH3:11])=[C:2]([Cl:1])[CH:3]=3)[O:16][N:15]=2)=[C:18]([CH2:24][CH3:25])[CH:19]=1, predict the reactants needed to synthesize it. The reactants are: [Cl:1][C:2]1[CH:3]=[C:4]([C:12]2[O:16][N:15]=[C:14]([C:17]3[CH:22]=[CH:21][C:20]([OH:23])=[CH:19][C:18]=3[CH2:24][CH3:25])[N:13]=2)[CH:5]=[CH:6][C:7]=1[O:8][CH:9]([CH3:11])[CH3:10].C(=O)([O-])[O-].[K+].[K+].[Br:32][CH2:33][CH2:34]Br.